This data is from Catalyst prediction with 721,799 reactions and 888 catalyst types from USPTO. The task is: Predict which catalyst facilitates the given reaction. (1) Reactant: [CH3:1][N:2]([C:4]([O:6][C:7]([CH3:10])([CH3:9])[CH3:8])=[O:5])[NH2:3].Cl.[C:12](=[NH:17])(OCC)[CH3:13].C(=O)([O-])[O-].[K+].[K+]. Product: [C:7]([O:6][C:4]([N:2]([CH3:1])[NH:3][C:12](=[NH:17])[CH3:13])=[O:5])([CH3:10])([CH3:9])[CH3:8]. The catalyst class is: 9. (2) Reactant: [Cl:1][C:2]1[CH:13]=[CH:12][C:5]([CH2:6][C@@H:7]([C:9]([OH:11])=[O:10])[NH2:8])=[CH:4][CH:3]=1.S(=O)(=O)(O)O.[CH3:19][C:20](=[CH2:22])[CH3:21].[OH-].[Na+]. Product: [ClH:1].[C:20]([O:10][C:9](=[O:11])[C@H:7]([CH2:6][C:5]1[CH:4]=[CH:3][C:2]([Cl:1])=[CH:13][CH:12]=1)[NH2:8])([CH3:22])([CH3:21])[CH3:19]. The catalyst class is: 12. (3) Reactant: C([N:8]1[CH2:12][CH2:11][C@H:10]([CH2:13][NH:14][S:15]([C:18]([F:21])([F:20])[F:19])(=[O:17])=[O:16])[CH2:9]1)(OC(C)(C)C)=O.C(N(CC)CC)C.C(O)C. Product: [F:20][C:18]([F:19])([F:21])[S:15]([NH:14][CH2:13][C@H:10]1[CH2:11][CH2:12][NH:8][CH2:9]1)(=[O:16])=[O:17]. The catalyst class is: 2. (4) Reactant: [I:1][C:2]1[CH:7]=[CH:6][CH:5]=[CH:4][C:3]=1[OH:8].[CH3:9][O:10][CH2:11][CH2:12][CH2:13]O.C1(P(C2C=CC=CC=2)C2C=CC=CC=2)C=CC=CC=1.N(C(OC(C)C)=O)=NC(OC(C)C)=O. Product: [I:1][C:2]1[CH:7]=[CH:6][CH:5]=[CH:4][C:3]=1[O:8][CH2:13][CH2:12][CH2:11][O:10][CH3:9]. The catalyst class is: 1. (5) Reactant: [CH3:1][O:2][C:3]1[CH:4]=[C:5]([C:11]2[CH:12]=[N:13][CH:14]=[C:15]([C:18]=2[NH:19][C:20]2[CH:25]=[CH:24][CH:23]=[C:22]([OH:26])[CH:21]=2)[C:16]#[N:17])[CH:6]=[CH:7][C:8]=1[O:9][CH3:10].[CH2:27]([C@H:34]([NH:37]C(=O)OC(C)(C)C)[CH2:35]O)[C:28]1[CH:33]=[CH:32][CH:31]=[CH:30][CH:29]=1.C1(P(C2C=CC=CC=2)C2C=CC=CC=2)C=CC=CC=1.CCOC(/N=N/C(OCC)=O)=O.C(O)(C(F)(F)F)=O. Product: [NH2:37][C@@H:34]([CH2:27][C:28]1[CH:33]=[CH:32][CH:31]=[CH:30][CH:29]=1)[CH2:35][O:26][C:22]1[CH:21]=[C:20]([NH:19][C:18]2[C:15]([C:16]#[N:17])=[CH:14][N:13]=[CH:12][C:11]=2[C:5]2[CH:6]=[CH:7][C:8]([O:9][CH3:10])=[C:3]([O:2][CH3:1])[CH:4]=2)[CH:25]=[CH:24][CH:23]=1. The catalyst class is: 1. (6) Reactant: [CH2:1]([NH:3][CH2:4][C:5]1[CH:10]=[CH:9][C:8]([CH2:11][N:12]2[CH2:17][CH2:16][N:15]([C:18]3[C:23]([C:24]([O:26][CH:27]([CH3:29])[CH3:28])=[O:25])=[CH:22][CH:21]=[CH:20][N:19]=3)[CH2:14][CH2:13]2)=[CH:7][CH:6]=1)[CH3:2].[CH:30]([C:32]1[CH:33]=[C:34]([S:38]([N:41]([CH3:43])[CH3:42])(=[O:40])=[O:39])[CH:35]=[CH:36][CH:37]=1)=O.C(O)(=O)C.C([BH3-])#N.[Na+]. Product: [CH3:42][N:41]([CH3:43])[S:38]([C:34]1[CH:33]=[C:32]([CH2:30][N:3]([CH2:4][C:5]2[CH:10]=[CH:9][C:8]([CH2:11][N:12]3[CH2:13][CH2:14][N:15]([C:18]4[C:23]([C:24]([O:26][CH:27]([CH3:28])[CH3:29])=[O:25])=[CH:22][CH:21]=[CH:20][N:19]=4)[CH2:16][CH2:17]3)=[CH:7][CH:6]=2)[CH2:1][CH3:2])[CH:37]=[CH:36][CH:35]=1)(=[O:40])=[O:39]. The catalyst class is: 5. (7) Reactant: [OH:1][B:2]1[C:6]2[CH:7]=[C:8]([OH:12])[CH:9]=[C:10]([CH3:11])[C:5]=2[CH:4]([CH2:13][C:14]([O:16][CH2:17][CH3:18])=[O:15])[O:3]1.Cl[C:20]1[CH:21]=[C:22]([CH:25]=[CH:26][N:27]=1)[C:23]#[N:24].C(=O)([O-])[O-].[Cs+].[Cs+]. Product: [C:23]([C:22]1[CH:25]=[CH:26][N:27]=[C:20]([O:12][C:8]2[CH:9]=[C:10]([CH3:11])[C:5]3[CH:4]([CH2:13][C:14]([O:16][CH2:17][CH3:18])=[O:15])[O:3][B:2]([OH:1])[C:6]=3[CH:7]=2)[CH:21]=1)#[N:24]. The catalyst class is: 3.